From a dataset of Forward reaction prediction with 1.9M reactions from USPTO patents (1976-2016). Predict the product of the given reaction. (1) The product is: [CH2:1]([S:4]([N:7]1[CH2:12][CH2:11][NH:10][CH2:9][CH2:8]1)(=[O:5])=[O:6])[CH2:2][CH3:3]. Given the reactants [CH2:1]([S:4]([N:7]1[CH2:12][CH2:11][N:10](C(OC(C)(C)C)=O)[CH2:9][CH2:8]1)(=[O:6])=[O:5])[CH2:2][CH3:3].FC(F)(F)C(O)=O, predict the reaction product. (2) The product is: [NH:12]1[CH2:13][CH:14]=[C:15]([C:3]2[C:4]3[C:9](=[CH:8][CH:7]=[CH:6][CH:5]=3)[NH:1][CH:2]=2)[CH2:16][CH2:17]1. Given the reactants [NH:1]1[C:9]2[C:4](=[CH:5][CH:6]=[CH:7][CH:8]=2)[CH:3]=[CH:2]1.Cl.O.[NH:12]1[CH2:17][CH2:16][C:15](=O)[CH2:14][CH2:13]1.[OH-].[K+].O, predict the reaction product. (3) Given the reactants [CH2:1]([O:8][CH2:9][CH2:10][CH2:11][O:12][C:13]1[CH:18]=[CH:17][C:16]([CH:19]2[CH2:24][CH2:23][N:22](C(OC(C)(C)C)=O)[CH2:21][CH:20]2[O:32][CH2:33][C:34]2[CH:43]=[CH:42][C:41]3[C:36](=[CH:37][CH:38]=[C:39]([O:44][CH2:45][CH2:46][N:47]4[CH2:52][CH2:51][O:50][CH2:49][CH2:48]4)[CH:40]=3)[CH:35]=2)=[CH:15][CH:14]=1)[C:2]1[CH:7]=[CH:6][CH:5]=[CH:4][CH:3]=1.[ClH:53], predict the reaction product. The product is: [ClH:53].[CH2:1]([O:8][CH2:9][CH2:10][CH2:11][O:12][C:13]1[CH:14]=[CH:15][C:16]([CH:19]2[CH2:24][CH2:23][NH:22][CH2:21][CH:20]2[O:32][CH2:33][C:34]2[CH:35]=[C:36]3[C:41](=[CH:42][CH:43]=2)[CH:40]=[C:39]([O:44][CH2:45][CH2:46][N:47]2[CH2:48][CH2:49][O:50][CH2:51][CH2:52]2)[CH:38]=[CH:37]3)=[CH:17][CH:18]=1)[C:2]1[CH:3]=[CH:4][CH:5]=[CH:6][CH:7]=1. (4) Given the reactants [CH3:1][C:2]([C:11]1[N:16]=[C:15]2[CH2:17][CH2:18][CH2:19][CH2:20][CH2:21][C:14]2=[C:13]([C:22]2[CH:27]=[CH:26][N:25]=[C:24]([CH3:28])[CH:23]=2)[C:12]=1[C:29]1[NH:33][N:32]=[N:31][N:30]=1)([CH3:10])[C:3]([O:5]C(C)(C)C)=[O:4].C(O)(C(F)(F)F)=O, predict the reaction product. The product is: [CH3:10][C:2]([C:11]1[N:16]=[C:15]2[CH2:17][CH2:18][CH2:19][CH2:20][CH2:21][C:14]2=[C:13]([C:22]2[CH:27]=[CH:26][N:25]=[C:24]([CH3:28])[CH:23]=2)[C:12]=1[C:29]1[NH:33][N:32]=[N:31][N:30]=1)([CH3:1])[C:3]([OH:5])=[O:4].